From a dataset of NCI-60 drug combinations with 297,098 pairs across 59 cell lines. Regression. Given two drug SMILES strings and cell line genomic features, predict the synergy score measuring deviation from expected non-interaction effect. (1) Drug 1: CC1C(C(CC(O1)OC2CC(CC3=C2C(=C4C(=C3O)C(=O)C5=C(C4=O)C(=CC=C5)OC)O)(C(=O)CO)O)N)O.Cl. Drug 2: CCC1(C2=C(COC1=O)C(=O)N3CC4=CC5=C(C=CC(=C5CN(C)C)O)N=C4C3=C2)O.Cl. Cell line: SN12C. Synergy scores: CSS=29.7, Synergy_ZIP=0.0804, Synergy_Bliss=1.87, Synergy_Loewe=-30.0, Synergy_HSA=1.53. (2) Drug 1: CCC(=C(C1=CC=CC=C1)C2=CC=C(C=C2)OCCN(C)C)C3=CC=CC=C3.C(C(=O)O)C(CC(=O)O)(C(=O)O)O. Drug 2: CN(C(=O)NC(C=O)C(C(C(CO)O)O)O)N=O. Cell line: HL-60(TB). Synergy scores: CSS=4.83, Synergy_ZIP=-2.64, Synergy_Bliss=-4.43, Synergy_Loewe=-5.93, Synergy_HSA=-4.08. (3) Drug 1: C1=CC(=CC=C1CCC2=CNC3=C2C(=O)NC(=N3)N)C(=O)NC(CCC(=O)O)C(=O)O. Drug 2: C(CC(=O)O)C(=O)CN.Cl. Cell line: OVCAR3. Synergy scores: CSS=19.6, Synergy_ZIP=-11.5, Synergy_Bliss=-10.1, Synergy_Loewe=-12.2, Synergy_HSA=-6.38.